From a dataset of Forward reaction prediction with 1.9M reactions from USPTO patents (1976-2016). Predict the product of the given reaction. Given the reactants Cl.[I:2][C:3]1[CH:4]=[C:5]([NH2:13])[CH:6]=[C:7]2[C:11]=1[NH:10][C:9]([CH3:12])=[CH:8]2.[N-:14]([C:17]#[N:18])[C:15]#[N:16].[Na+], predict the reaction product. The product is: [C:15]([N:14]=[C:17]([NH2:18])[NH:13][C:5]1[CH:6]=[C:7]2[C:11](=[C:3]([I:2])[CH:4]=1)[NH:10][C:9]([CH3:12])=[CH:8]2)#[N:16].